This data is from Reaction yield outcomes from USPTO patents with 853,638 reactions. The task is: Predict the reaction yield, written as a fraction of the theoretical maximum amount of product (1.0 means a 100% yield; for example, 0.34 means a 34% yield). The reactants are [Si:1]([O:8][CH2:9][C:10]1[CH:11]=[C:12]2[C:16](=[CH:17][CH:18]=1)[NH:15][N:14]=[C:13]2[C:19]([O:21][CH3:22])=[O:20])([C:4]([CH3:7])([CH3:6])[CH3:5])([CH3:3])[CH3:2].[Br:23][C:24]1[CH:25]=[C:26](B(O)O)[CH:27]=[CH:28][CH:29]=1. No catalyst specified. The product is [Br:23][C:24]1[CH:29]=[C:28]([N:15]2[C:16]3[C:12](=[CH:11][C:10]([CH2:9][O:8][Si:1]([C:4]([CH3:7])([CH3:6])[CH3:5])([CH3:3])[CH3:2])=[CH:18][CH:17]=3)[C:13]([C:19]([O:21][CH3:22])=[O:20])=[N:14]2)[CH:27]=[CH:26][CH:25]=1. The yield is 0.560.